From a dataset of Reaction yield outcomes from USPTO patents with 853,638 reactions. Predict the reaction yield, written as a fraction of the theoretical maximum amount of product (1.0 means a 100% yield; for example, 0.34 means a 34% yield). The reactants are C[O:2][C:3]([C:5]1[C:6]2[CH:7]=[CH:8][CH:9]=[N:10][C:11]=2[CH:12]=[CH:13][C:14]=1[NH2:15])=[O:4].[OH-].[Na+]. The catalyst is O1CCOCC1.CO. The product is [NH2:15][C:14]1[CH:13]=[CH:12][C:11]2[N:10]=[CH:9][CH:8]=[CH:7][C:6]=2[C:5]=1[C:3]([OH:4])=[O:2]. The yield is 0.600.